Task: Regression. Given two drug SMILES strings and cell line genomic features, predict the synergy score measuring deviation from expected non-interaction effect.. Dataset: NCI-60 drug combinations with 297,098 pairs across 59 cell lines (1) Drug 1: CC1C(C(CC(O1)OC2CC(OC(C2O)C)OC3=CC4=CC5=C(C(=O)C(C(C5)C(C(=O)C(C(C)O)O)OC)OC6CC(C(C(O6)C)O)OC7CC(C(C(O7)C)O)OC8CC(C(C(O8)C)O)(C)O)C(=C4C(=C3C)O)O)O)O. Drug 2: C(CCl)NC(=O)N(CCCl)N=O. Cell line: SNB-19. Synergy scores: CSS=24.0, Synergy_ZIP=-2.44, Synergy_Bliss=2.05, Synergy_Loewe=-15.0, Synergy_HSA=2.39. (2) Drug 1: CC(C1=C(C=CC(=C1Cl)F)Cl)OC2=C(N=CC(=C2)C3=CN(N=C3)C4CCNCC4)N. Drug 2: CC1C(C(CC(O1)OC2CC(CC3=C2C(=C4C(=C3O)C(=O)C5=C(C4=O)C(=CC=C5)OC)O)(C(=O)C)O)N)O.Cl. Cell line: OVCAR3. Synergy scores: CSS=22.6, Synergy_ZIP=0.871, Synergy_Bliss=7.41, Synergy_Loewe=-12.1, Synergy_HSA=5.03. (3) Drug 1: CC1OCC2C(O1)C(C(C(O2)OC3C4COC(=O)C4C(C5=CC6=C(C=C35)OCO6)C7=CC(=C(C(=C7)OC)O)OC)O)O. Drug 2: C1CN(CCN1C(=O)CCBr)C(=O)CCBr. Cell line: RPMI-8226. Synergy scores: CSS=52.5, Synergy_ZIP=-0.301, Synergy_Bliss=0.984, Synergy_Loewe=-6.16, Synergy_HSA=5.89.